From a dataset of Forward reaction prediction with 1.9M reactions from USPTO patents (1976-2016). Predict the product of the given reaction. (1) Given the reactants [NH2:1][C@:2]12[CH2:37][CH2:36][C@@H:35]([C:38]([CH3:40])=[CH2:39])[C@@H:3]1[C@@H:4]1[C@@:17]([CH3:20])([CH2:18][CH2:19]2)[C@@:16]2([CH3:21])[C@@H:7]([C@:8]3([CH3:34])[C@@H:13]([CH2:14][CH2:15]2)[C:12]([CH3:23])([CH3:22])[C:11]([C:24]2C=C[C:27]([C:28]([OH:30])=[O:29])=[C:26](F)[CH:25]=2)=[CH:10][CH2:9]3)[CH2:6][CH2:5]1.COC(C1[S:49]C(B(O)O)=CC=1)=O, predict the reaction product. The product is: [NH2:1][C@:2]12[CH2:37][CH2:36][C@@H:35]([C:38]([CH3:40])=[CH2:39])[C@@H:3]1[C@@H:4]1[C@@:17]([CH3:20])([CH2:18][CH2:19]2)[C@@:16]2([CH3:21])[C@@H:7]([C@:8]3([CH3:34])[C@@H:13]([CH2:14][CH2:15]2)[C:12]([CH3:23])([CH3:22])[C:11]([C:24]2[S:49][C:27]([C:28]([OH:30])=[O:29])=[CH:26][CH:25]=2)=[CH:10][CH2:9]3)[CH2:6][CH2:5]1. (2) Given the reactants [C:1]1(B(O)O)[CH:6]=[CH:5][CH:4]=[CH:3][CH:2]=1.Br[C:11]1[CH:16]=[CH:15][C:14](Br)=[CH:13][C:12]=1[N+:18]([O-:20])=[O:19].C(=O)([O-])[O-].[K+].[K+], predict the reaction product. The product is: [N+:18]([C:2]1[CH:3]=[C:4]([C:11]2[CH:16]=[CH:15][CH:14]=[CH:13][CH:12]=2)[CH:5]=[CH:6][C:1]=1[C:11]1[CH:16]=[CH:15][C:14]([C:2]2[CH:3]=[CH:4][CH:5]=[CH:6][CH:1]=2)=[CH:13][C:12]=1[N+:18]([O-:20])=[O:19])([O-:20])=[O:19].